This data is from Forward reaction prediction with 1.9M reactions from USPTO patents (1976-2016). The task is: Predict the product of the given reaction. (1) Given the reactants [Br:1][C:2]1[CH:3]=[CH:4][C:5]([F:20])=[C:6]([C:8](=O)[C:9]([F:18])([F:17])[C:10]2([OH:16])[CH2:15][CH2:14][O:13][CH2:12][CH2:11]2)[CH:7]=1.[CH3:21][C:22]([S:25]([NH2:27])=[O:26])([CH3:24])[CH3:23], predict the reaction product. The product is: [Br:1][C:2]1[CH:3]=[CH:4][C:5]([F:20])=[C:6](/[C:8](=[N:27]\[S:25]([C:22]([CH3:24])([CH3:23])[CH3:21])=[O:26])/[C:9]([F:18])([F:17])[C:10]2([OH:16])[CH2:15][CH2:14][O:13][CH2:12][CH2:11]2)[CH:7]=1. (2) Given the reactants [O:1]1[C:5]([C:6]2[CH:11]=[CH:10][C:9]([NH:12][C:13]3[N:14]=[C:15](OS(C(F)(F)F)(=O)=O)[C:16]4[CH2:22][N:21]([C:23]([O:25][C:26]([CH3:29])([CH3:28])[CH3:27])=[O:24])[CH2:20][CH2:19][C:17]=4[N:18]=3)=[CH:8][CH:7]=2)=[CH:4][N:3]=[CH:2]1.[NH2:38][CH2:39][CH:40]1[CH2:45][CH2:44][O:43][CH2:42][CH2:41]1, predict the reaction product. The product is: [O:1]1[C:5]([C:6]2[CH:11]=[CH:10][C:9]([NH:12][C:13]3[N:14]=[C:15]([NH:38][CH2:39][CH:40]4[CH2:45][CH2:44][O:43][CH2:42][CH2:41]4)[C:16]4[CH2:22][N:21]([C:23]([O:25][C:26]([CH3:29])([CH3:27])[CH3:28])=[O:24])[CH2:20][CH2:19][C:17]=4[N:18]=3)=[CH:8][CH:7]=2)=[CH:4][N:3]=[CH:2]1. (3) Given the reactants [F:1][C:2]1[CH:7]=[CH:6][C:5]([F:8])=[CH:4][C:3]=1[C:9]1[O:13][N:12]=[C:11]([C:14]([O-:16])=O)[N:10]=1.Cl.[Cl:18][C:19]1[CH:20]=[C:21]2[C:25](=[CH:26][CH:27]=1)[NH:24][CH:23]=[C:22]2[CH2:28][CH2:29][NH2:30].CN(C(ON1N=NC2C=CC=NC1=2)=[N+](C)C)C.F[P-](F)(F)(F)(F)F.C(N(CC)C(C)C)(C)C, predict the reaction product. The product is: [Cl:18][C:19]1[CH:20]=[C:21]2[C:25](=[CH:26][CH:27]=1)[NH:24][CH:23]=[C:22]2[CH2:28][CH2:29][NH:30][C:14]([C:11]1[N:10]=[C:9]([C:3]2[CH:4]=[C:5]([F:8])[CH:6]=[CH:7][C:2]=2[F:1])[O:13][N:12]=1)=[O:16].